From a dataset of Reaction yield outcomes from USPTO patents with 853,638 reactions. Predict the reaction yield, written as a fraction of the theoretical maximum amount of product (1.0 means a 100% yield; for example, 0.34 means a 34% yield). (1) The reactants are [Br:1][C:2]1[CH:7]=[CH:6][C:5]([C:8]2[CH:16]=[CH:15][CH:14]=[C:13]3[C:9]=2[CH:10]=[CH:11][NH:12]3)=[CH:4][CH:3]=1.[Br-].[Br-].[Br-].[NH+]1C=CC=CC=1.[NH+]1C=CC=CC=1.[NH+]1C=CC=CC=1.C(O)(=[O:40])C. The catalyst is CC(O)(C)C.C(O)C.C(O)(=O)C.[Zn]. The product is [Br:1][C:2]1[CH:3]=[CH:4][C:5]([C:8]2[CH:16]=[CH:15][CH:14]=[C:13]3[C:9]=2[CH2:10][C:11](=[O:40])[NH:12]3)=[CH:6][CH:7]=1. The yield is 0.880. (2) The reactants are C[Mg]I.O1CCC[CH2:5]1.C(N(CC)CC)C.CO[C:18]([C:20]1[CH:24]=[C:23]([C:25]2[CH:30]=[C:29]([CH3:31])[CH:28]=[CH:27][C:26]=2[F:32])[O:22][N:21]=1)=[O:19]. The catalyst is C1(C)C=CC=CC=1. The product is [F:32][C:26]1[CH:27]=[CH:28][C:29]([CH3:31])=[CH:30][C:25]=1[C:23]1[O:22][N:21]=[C:20]([C:18](=[O:19])[CH3:5])[CH:24]=1. The yield is 0.590.